Predict the product of the given reaction. From a dataset of Forward reaction prediction with 1.9M reactions from USPTO patents (1976-2016). (1) The product is: [F:1][C:2]1[CH:3]=[C:4]([C:11]([N:13]2[C:18]3[CH:19]=[CH:20][CH:21]=[CH:22][C:17]=3[O:16][CH2:15][CH2:14]2)=[O:12])[CH:5]=[C:6]([F:10])[C:7]=1[OH:8]. Given the reactants [F:1][C:2]1[CH:3]=[C:4]([C:11]([N:13]2[C:18]3[CH:19]=[CH:20][CH:21]=[CH:22][C:17]=3[O:16][CH2:15][CH2:14]2)=[O:12])[CH:5]=[C:6]([F:10])[C:7]=1[O:8]C.B(Br)(Br)Br.O, predict the reaction product. (2) Given the reactants [CH2:1]([O:3][C:4](/[CH:6]=[C:7]1/[C:8]([CH3:21])([CH3:20])[CH2:9][N:10]([C:13]([O:15][C:16]([CH3:19])([CH3:18])[CH3:17])=[O:14])[CH2:11][CH2:12]/1)=[O:5])[CH3:2], predict the reaction product. The product is: [CH2:1]([O:3][C:4]([CH2:6][CH:7]1[CH2:12][CH2:11][N:10]([C:13]([O:15][C:16]([CH3:19])([CH3:18])[CH3:17])=[O:14])[CH2:9][C:8]1([CH3:20])[CH3:21])=[O:5])[CH3:2]. (3) Given the reactants Cl.[NH2:2][CH2:3][C:4]1[CH:9]=[CH:8][C:7]([C:10]2[CH:26]=[CH:25][C:13]([O:14][CH:15]([CH3:24])[CH2:16][NH:17][S:18]([CH:21]([CH3:23])[CH3:22])(=[O:20])=[O:19])=[CH:12][CH:11]=2)=[CH:6][CH:5]=1.C(N(CC)CC)C.[C:34](Cl)(=[O:38])[CH:35]([CH3:37])[CH3:36], predict the reaction product. The product is: [CH3:36][CH:35]([CH3:37])[C:34]([NH:2][CH2:3][C:4]1[CH:5]=[CH:6][C:7]([C:10]2[CH:26]=[CH:25][C:13]([O:14][CH:15]([CH3:24])[CH2:16][NH:17][S:18]([CH:21]([CH3:22])[CH3:23])(=[O:20])=[O:19])=[CH:12][CH:11]=2)=[CH:8][CH:9]=1)=[O:38]. (4) The product is: [C:1]([O:5][C:6](=[O:36])[NH:7][C@H:8]1[CH2:13][CH2:12][CH2:11][N:10]([C:14]2[NH:22][C:21]3[C:20](=[O:30])[N:19]([CH3:31])[C:18](=[O:32])[N:17]([CH3:33])[C:16]=3[C:15]=2[C:34]#[N:35])[CH2:9]1)([CH3:4])([CH3:2])[CH3:3]. Given the reactants [C:1]([O:5][C:6](=[O:36])[NH:7][C@H:8]1[CH2:13][CH2:12][CH2:11][N:10]([C:14]2[N:22](CC3C=CC=CC=3)[C:21]3[C:20](=[O:30])[N:19]([CH3:31])[C:18](=[O:32])[N:17]([CH3:33])[C:16]=3[C:15]=2[C:34]#[N:35])[CH2:9]1)([CH3:4])([CH3:3])[CH3:2].C([O-])=O.[NH4+], predict the reaction product. (5) Given the reactants [C:1]([N:11]1[CH2:15][CH2:14][CH:13]([C:16]([OH:18])=[O:17])[CH2:12]1)([O:3][CH2:4][C:5]1[CH:10]=[CH:9][CH:8]=[CH:7][CH:6]=1)=[O:2].IC.[C:21](=O)([O-])O.[K+], predict the reaction product. The product is: [CH3:21][O:17][C:16]([CH:13]1[CH2:14][CH2:15][N:11]([C:1]([O:3][CH2:4][C:5]2[CH:10]=[CH:9][CH:8]=[CH:7][CH:6]=2)=[O:2])[CH2:12]1)=[O:18]. (6) The product is: [CH3:1][S:2][C:3]1[CH:4]=[C:5]([CH2:9][CH2:10][C:11]([O:13][CH3:14])=[O:12])[CH:6]=[CH:7][CH:8]=1. Given the reactants [CH3:1][S:2][C:3]1[CH:4]=[C:5](/[CH:9]=[CH:10]/[C:11]([O:13][CH3:14])=[O:12])[CH:6]=[CH:7][CH:8]=1.CO, predict the reaction product.